This data is from Peptide-MHC class II binding affinity with 134,281 pairs from IEDB. The task is: Regression. Given a peptide amino acid sequence and an MHC pseudo amino acid sequence, predict their binding affinity value. This is MHC class II binding data. (1) The peptide sequence is GAGAAPLSWSKEIYN. The MHC is HLA-DQA10501-DQB10201 with pseudo-sequence HLA-DQA10501-DQB10201. The binding affinity (normalized) is 0.0788. (2) The peptide sequence is QKLIEDVNASFRAAM. The MHC is DRB1_1001 with pseudo-sequence DRB1_1001. The binding affinity (normalized) is 0.477.